Dataset: Full USPTO retrosynthesis dataset with 1.9M reactions from patents (1976-2016). Task: Predict the reactants needed to synthesize the given product. Given the product [CH2:25]([N:15]1[C:16]2[C:21](=[CH:20][CH:19]=[CH:18][CH:17]=2)[C:13]([CH2:12][C@@H:11]([C:22]([O:24][CH2:13][C:21]2[CH:16]=[CH:17][CH:18]=[CH:19][CH:20]=2)=[O:23])[NH:10][C:8]([O:7][C:3]([CH3:6])([CH3:4])[CH3:5])=[O:9])=[CH:14]1)[C:26]1[CH:31]=[CH:30][CH:29]=[CH:28][CH:27]=1, predict the reactants needed to synthesize it. The reactants are: [OH-].[Na+].[C:3]([O:7][C:8]([NH:10][C@H:11]([C:22]([OH:24])=[O:23])[CH2:12][C:13]1[C:21]2[C:16](=[CH:17][CH:18]=[CH:19][CH:20]=2)[NH:15][CH:14]=1)=[O:9])([CH3:6])([CH3:5])[CH3:4].[CH2:25](Br)[C:26]1[CH:31]=[CH:30][CH:29]=[CH:28][CH:27]=1.